Dataset: Forward reaction prediction with 1.9M reactions from USPTO patents (1976-2016). Task: Predict the product of the given reaction. (1) Given the reactants [SH-].[Na+].[CH3:3][C:4]1([CH3:13])[O:8][N:7]=[C:6]([S:9]([CH3:12])(=O)=O)[CH2:5]1.C(=O)([O-])[O-].[K+].[K+].C(S([O-])=O)O.[Na+].BrC[C:28]1[C:29]([C:38]([F:41])([F:40])[F:39])=[N:30][N:31]([C:34]([CH3:37])([CH3:36])[CH3:35])[C:32]=1[Cl:33], predict the reaction product. The product is: [C:34]([N:31]1[C:32]([Cl:33])=[C:28]([CH2:12][S:9][C:6]2[CH2:5][C:4]([CH3:13])([CH3:3])[O:8][N:7]=2)[C:29]([C:38]([F:39])([F:41])[F:40])=[N:30]1)([CH3:37])([CH3:35])[CH3:36]. (2) The product is: [Cl-:29].[CH3:1][C:2]1[N:11]2[CH2:12][CH:13]=[C:14]3[C:19]([C+:18]=[C:17]([OH:20])[C:16]([OH:22])=[CH:15]3)=[C:10]2[CH:9]=[C:8]2[C:3]=1[CH:4]=[C:5]([OH:26])[C:6]([OH:24])=[CH:7]2. Given the reactants [CH3:1][C:2]1[N+:11]2[CH:12]=[CH:13][C:14]3[C:19]([C:10]=2[CH:9]=[C:8]2[C:3]=1[CH:4]=[C:5]([O:26]C)[C:6]([O:24]C)=[CH:7]2)=[CH:18][C:17]([O:20]C)=[C:16]([O:22]C)[CH:15]=3.O.[Cl-:29].B(Br)(Br)Br, predict the reaction product. (3) Given the reactants [Cl:1][C:2]1[C:7]([N+:8]([O-:10])=[O:9])=[CH:6][N:5]=[C:4](O)[CH:3]=1.P(Cl)(Cl)([Cl:14])=O, predict the reaction product. The product is: [Cl:14][C:4]1[CH:3]=[C:2]([Cl:1])[C:7]([N+:8]([O-:10])=[O:9])=[CH:6][N:5]=1. (4) Given the reactants [CH3:1][O:2][C:3]1[CH:8]=[CH:7][C:6]([N:9]2[CH:13]=[C:12]([C:14](OC)=[O:15])[C:11]([CH2:18][N:19]3[CH2:24][CH2:23][O:22][CH2:21][CH2:20]3)=[N:10]2)=[CH:5][CH:4]=1.[H-].[Al+3].[Li+].[H-].[H-].[H-], predict the reaction product. The product is: [CH3:1][O:2][C:3]1[CH:8]=[CH:7][C:6]([N:9]2[CH:13]=[C:12]([CH:14]=[O:15])[C:11]([CH2:18][N:19]3[CH2:24][CH2:23][O:22][CH2:21][CH2:20]3)=[N:10]2)=[CH:5][CH:4]=1. (5) Given the reactants O.C1(C)C=CC(S(O)(=O)=O)=CC=1.[F:13][C:14]1[C:19]([F:20])=[C:18]([O:21][CH2:22][CH3:23])[CH:17]=[C:16]([CH3:24])[C:15]=1[CH:25](O)[CH2:26][CH:27]1[CH2:32][CH2:31][CH:30]([CH2:33][CH2:34][CH2:35][CH2:36][CH3:37])[CH2:29][CH2:28]1.O, predict the reaction product. The product is: [F:13][C:14]1[C:19]([F:20])=[C:18]([O:21][CH2:22][CH3:23])[CH:17]=[C:16]([CH3:24])[C:15]=1[CH:25]=[CH:26][CH:27]1[CH2:32][CH2:31][CH:30]([CH2:33][CH2:34][CH2:35][CH2:36][CH3:37])[CH2:29][CH2:28]1. (6) Given the reactants Br[C:2]1[S:3][N:4]=[C:5]2[CH:10]=[C:9]([Br:11])[CH:8]=[N:7][C:6]=12.[OH:12][CH:13]1[CH2:18][CH2:17][NH:16][CH2:15][CH2:14]1, predict the reaction product. The product is: [Br:11][C:9]1[CH:8]=[N:7][C:6]2=[C:2]([N:16]3[CH2:17][CH2:18][CH:13]([OH:12])[CH2:14][CH2:15]3)[S:3][N:4]=[C:5]2[CH:10]=1. (7) Given the reactants [F:1][C:2]1[CH:9]=[CH:8][CH:7]=[C:6]([C:10]([F:13])([F:12])[F:11])[C:3]=1[CH:4]=O.[NH2:14][C:15]1[CH:16]=[C:17]2[C:21]3=[C:22]([CH2:24][O:25][CH2:26][CH2:27][N:20]3[C@H:19]3[CH2:28][CH2:29][N:30](C(OC(C)(C)C)=O)[CH2:31][C@@H:18]23)[CH:23]=1, predict the reaction product. The product is: [F:1][C:2]1[CH:9]=[CH:8][CH:7]=[C:6]([C:10]([F:13])([F:12])[F:11])[C:3]=1[CH2:4][NH:14][C:15]1[CH:16]=[C:17]2[C:21]3=[C:22]([CH2:24][O:25][CH2:26][CH2:27][N:20]3[C@H:19]3[CH2:28][CH2:29][NH:30][CH2:31][C@@H:18]23)[CH:23]=1.